From a dataset of Forward reaction prediction with 1.9M reactions from USPTO patents (1976-2016). Predict the product of the given reaction. (1) Given the reactants F[C:2]1[C:9]([CH3:10])=[CH:8][C:5]([C:6]#[N:7])=[CH:4][N:3]=1.Cl.[C:12]([O:16][C:17](=[O:21])[CH2:18][CH2:19][NH2:20])([CH3:15])([CH3:14])[CH3:13].O, predict the reaction product. The product is: [C:6]([C:5]1[CH:8]=[C:9]([CH3:10])[C:2]([NH:20][CH2:19][CH2:18][C:17]([O:16][C:12]([CH3:15])([CH3:14])[CH3:13])=[O:21])=[N:3][CH:4]=1)#[N:7]. (2) Given the reactants Br[C:2]1[CH:9]=[C:8]([CH:10]([CH3:12])[CH3:11])[CH:7]=[CH:6][C:3]=1[CH:4]=O.[CH2:13]1[CH:17]2[CH2:18][NH:19][CH2:20][CH:16]2[CH2:15][N:14]1[C:21]([O:23]C(C)(C)C)=[O:22].[NH:28]1[CH2:33][CH2:32][O:31][CH2:30][CH2:29]1.[CH2:34]1[C:39](=[O:40])[N:38](OC(O[N:38]2[C:39](=[O:40])[CH2:34][CH2:35][C:36]2=[O:37])=O)[C:36](=[O:37])[CH2:35]1, predict the reaction product. The product is: [N:28]1([C:2]2[CH:9]=[C:8]([CH:10]([CH3:12])[CH3:11])[CH:7]=[CH:6][C:3]=2[CH2:4][N:19]2[CH2:20][CH:16]3[CH2:15][N:14]([C:21]([O:23][N:38]4[C:39](=[O:40])[CH2:34][CH2:35][C:36]4=[O:37])=[O:22])[CH2:13][CH:17]3[CH2:18]2)[CH2:33][CH2:32][O:31][CH2:30][CH2:29]1. (3) The product is: [F:21][C:5]1[CH:4]=[CH:3][C:2]([B:22]2[O:26][C:25]([CH3:28])([CH3:27])[C:24]([CH3:30])([CH3:29])[O:23]2)=[CH:7][C:6]=1[C@:8]1([CH2:19][F:20])[CH2:13][C@@H:12]([C:14]([F:17])([F:16])[F:15])[O:11][C:10]([NH2:18])=[N:9]1. Given the reactants Br[C:2]1[CH:3]=[CH:4][C:5]([F:21])=[C:6]([C@:8]2([CH2:19][F:20])[CH2:13][C@@H:12]([C:14]([F:17])([F:16])[F:15])[O:11][C:10]([NH2:18])=[N:9]2)[CH:7]=1.[B:22]1([B:22]2[O:26][C:25]([CH3:28])([CH3:27])[C:24]([CH3:30])([CH3:29])[O:23]2)[O:26][C:25]([CH3:28])([CH3:27])[C:24]([CH3:30])([CH3:29])[O:23]1.C([O-])(=O)C.[K+], predict the reaction product. (4) Given the reactants [C:1]1([CH2:7][O:8][C:9](=[O:25])[NH:10][CH2:11][S:12]([C:15]2[CH:20]=[CH:19][C:18]([NH2:21])=[C:17]([N+:22]([O-])=O)[CH:16]=2)(=[O:14])=[O:13])[CH:6]=[CH:5][CH:4]=[CH:3][CH:2]=1, predict the reaction product. The product is: [C:1]1([CH2:7][O:8][C:9](=[O:25])[NH:10][CH2:11][S:12]([C:15]2[CH:20]=[CH:19][C:18]([NH2:21])=[C:17]([NH2:22])[CH:16]=2)(=[O:13])=[O:14])[CH:6]=[CH:5][CH:4]=[CH:3][CH:2]=1. (5) The product is: [CH3:4][C:2]([Si:5]([CH3:27])([CH3:26])[O:6][C@H:7]1[C@@H:12]([N:13]2[CH2:17][CH2:16][CH2:15][C:14]2=[O:18])[CH2:11][CH2:10][NH:9][CH2:8]1)([CH3:1])[CH3:3]. Given the reactants [CH3:1][C:2]([Si:5]([CH3:27])([CH3:26])[O:6][C@H:7]1[C@@H:12]([N:13]2[CH2:17][CH2:16][CH2:15][C:14]2=[O:18])[CH2:11][CH2:10][N:9](CC2C=CC=CC=2)[CH2:8]1)([CH3:4])[CH3:3], predict the reaction product.